This data is from Forward reaction prediction with 1.9M reactions from USPTO patents (1976-2016). The task is: Predict the product of the given reaction. Given the reactants Cl.[OH:2]/[N:3]=[C:4](/[C:33]1[CH:38]=[CH:37][N:36]=[C:35]([CH3:39])[CH:34]=1)\[CH2:5][C@H:6]([C:14]1[CH:19]=[CH:18][C:17]([C:20]2[CH2:25][CH2:24][N:23](C(OC(C)(C)C)=O)[CH2:22][CH:21]=2)=[CH:16][CH:15]=1)[C:7]1[CH:12]=[CH:11][CH:10]=[CH:9][C:8]=1[CH3:13].C(=O)([O-])O.[Na+], predict the reaction product. The product is: [CH3:39][C:35]1[CH:34]=[C:33](/[C:4](=[N:3]/[OH:2])/[CH2:5][C@H:6]([C:14]2[CH:19]=[CH:18][C:17]([C:20]3[CH2:25][CH2:24][NH:23][CH2:22][CH:21]=3)=[CH:16][CH:15]=2)[C:7]2[CH:12]=[CH:11][CH:10]=[CH:9][C:8]=2[CH3:13])[CH:38]=[CH:37][N:36]=1.